Dataset: Merck oncology drug combination screen with 23,052 pairs across 39 cell lines. Task: Regression. Given two drug SMILES strings and cell line genomic features, predict the synergy score measuring deviation from expected non-interaction effect. (1) Cell line: UACC62. Drug 1: CC(=O)OC1C(=O)C2(C)C(O)CC3OCC3(OC(C)=O)C2C(OC(=O)c2ccccc2)C2(O)CC(OC(=O)C(O)C(NC(=O)c3ccccc3)c3ccccc3)C(C)=C1C2(C)C. Drug 2: CS(=O)(=O)CCNCc1ccc(-c2ccc3ncnc(Nc4ccc(OCc5cccc(F)c5)c(Cl)c4)c3c2)o1. Synergy scores: synergy=26.6. (2) Drug 1: COC12C(COC(N)=O)C3=C(C(=O)C(C)=C(N)C3=O)N1CC1NC12. Drug 2: Cc1nc(Nc2ncc(C(=O)Nc3c(C)cccc3Cl)s2)cc(N2CCN(CCO)CC2)n1. Cell line: NCIH23. Synergy scores: synergy=17.0. (3) Drug 1: O=C(NOCC(O)CO)c1ccc(F)c(F)c1Nc1ccc(I)cc1F. Drug 2: Cc1nc(Nc2ncc(C(=O)Nc3c(C)cccc3Cl)s2)cc(N2CCN(CCO)CC2)n1. Cell line: SW837. Synergy scores: synergy=71.6. (4) Drug 1: N.N.O=C(O)C1(C(=O)O)CCC1.[Pt]. Drug 2: CS(=O)(=O)CCNCc1ccc(-c2ccc3ncnc(Nc4ccc(OCc5cccc(F)c5)c(Cl)c4)c3c2)o1. Cell line: COLO320DM. Synergy scores: synergy=1.48. (5) Drug 1: Cn1nnc2c(C(N)=O)ncn2c1=O. Drug 2: O=C(NOCC(O)CO)c1ccc(F)c(F)c1Nc1ccc(I)cc1F. Cell line: RKO. Synergy scores: synergy=1.36. (6) Drug 1: N.N.O=C(O)C1(C(=O)O)CCC1.[Pt]. Drug 2: Cn1nnc2c(C(N)=O)ncn2c1=O. Cell line: SW620. Synergy scores: synergy=1.22. (7) Drug 1: O=P1(N(CCCl)CCCl)NCCCO1. Drug 2: CCN(CC)CCNC(=O)c1c(C)[nH]c(C=C2C(=O)Nc3ccc(F)cc32)c1C. Cell line: MDAMB436. Synergy scores: synergy=0.581. (8) Drug 1: N#Cc1ccc(Cn2cncc2CN2CCN(c3cccc(Cl)c3)C(=O)C2)cc1. Drug 2: Cn1nnc2c(C(N)=O)ncn2c1=O. Synergy scores: synergy=24.8. Cell line: A427.